This data is from Catalyst prediction with 721,799 reactions and 888 catalyst types from USPTO. The task is: Predict which catalyst facilitates the given reaction. Reactant: C[O:2][C:3](=[O:21])[C:4]1[CH:9]=[CH:8][C:7]([CH2:10][O:11][C:12]2[CH:17]=[CH:16][C:15]([N+:18]([O-:20])=[O:19])=[CH:14][CH:13]=2)=[CH:6][CH:5]=1.Cl. Product: [N+:18]([C:15]1[CH:14]=[CH:13][C:12]([O:11][CH2:10][C:7]2[CH:8]=[CH:9][C:4]([C:3]([OH:21])=[O:2])=[CH:5][CH:6]=2)=[CH:17][CH:16]=1)([O-:20])=[O:19]. The catalyst class is: 10.